From a dataset of Full USPTO retrosynthesis dataset with 1.9M reactions from patents (1976-2016). Predict the reactants needed to synthesize the given product. (1) The reactants are: O[CH2:2][CH2:3][C:4]1[CH:9]=[CH:8][C:7]([CH:10]2[CH2:15][CH2:14][N:13]([C:16]([O:18][C:19]([CH3:22])([CH3:21])[CH3:20])=[O:17])[CH2:12][CH:11]2[O:23][CH2:24][C:25]2[CH:34]=[C:33]([O:35][CH2:36][O:37][CH2:38][CH2:39][Si:40]([CH3:43])([CH3:42])[CH3:41])[C:32]3[C:27](=[CH:28][CH:29]=[CH:30][CH:31]=3)[CH:26]=2)=[CH:6][CH:5]=1.[CH:44]1[CH:49]=[C:48]([S:50][S:50][C:48]2[N:47]=[CH:46][CH:45]=[CH:44][CH:49]=2)[N:47]=[CH:46][CH:45]=1. Given the product [N:47]1[CH:46]=[CH:45][CH:44]=[CH:49][C:48]=1[S:50][CH2:2][CH2:3][C:4]1[CH:9]=[CH:8][C:7]([CH:10]2[CH2:15][CH2:14][N:13]([C:16]([O:18][C:19]([CH3:20])([CH3:21])[CH3:22])=[O:17])[CH2:12][CH:11]2[O:23][CH2:24][C:25]2[CH:34]=[C:33]([O:35][CH2:36][O:37][CH2:38][CH2:39][Si:40]([CH3:43])([CH3:42])[CH3:41])[C:32]3[C:27](=[CH:28][CH:29]=[CH:30][CH:31]=3)[CH:26]=2)=[CH:6][CH:5]=1, predict the reactants needed to synthesize it. (2) Given the product [CH2:1]1[C:5]2[CH:6]=[CH:7][C:8]([O:10][C:11]3[CH:12]=[CH:13][C:14]([NH:17][C:18](=[O:29])[C@@H:19]([CH3:20])[NH2:21])=[CH:15][CH:16]=3)=[CH:9][C:4]=2[CH2:3][O:2]1, predict the reactants needed to synthesize it. The reactants are: [CH2:1]1[C:5]2[CH:6]=[CH:7][C:8]([O:10][C:11]3[CH:16]=[CH:15][C:14]([NH:17][C:18](=[O:29])[C@H:19]([NH:21]C(=O)OC(C)(C)C)[CH3:20])=[CH:13][CH:12]=3)=[CH:9][C:4]=2[CH2:3][O:2]1.C(O)(C(F)(F)F)=O.